Dataset: Forward reaction prediction with 1.9M reactions from USPTO patents (1976-2016). Task: Predict the product of the given reaction. (1) Given the reactants [F:1][C:2]1[CH:7]=[C:6](B2OC(C)(C)C(C)(C)O2)[CH:5]=[CH:4][C:3]=1[C:17]1[CH:18]=[C:19]2[CH:25]=[CH:24][NH:23][C:20]2=[N:21][CH:22]=1.Br[C:27]1[CH:39]=[CH:38][CH:37]=[CH:36][C:28]=1[O:29][C:30]1[N:35]=[CH:34][CH:33]=[CH:32][N:31]=1, predict the reaction product. The product is: [F:1][C:2]1[CH:7]=[C:6]([C:27]2[CH:39]=[CH:38][CH:37]=[CH:36][C:28]=2[O:29][C:30]2[N:31]=[CH:32][CH:33]=[CH:34][N:35]=2)[CH:5]=[CH:4][C:3]=1[C:17]1[CH:18]=[C:19]2[CH:25]=[CH:24][NH:23][C:20]2=[N:21][CH:22]=1. (2) Given the reactants OC1C(OC)=C(OC)C(OC)=CC=1C(O)=O.COC1C=CC(OC)=C(OC)C=1OC.O=P12OP3(OP(OP(O3)(O1)=O)(=O)O2)=O.O[C:46]1[C:67]([O:68][CH3:69])=[C:66]([O:70][CH3:71])[C:65]([O:72][CH3:73])=[CH:64][C:47]=1[C:48]([C:50]1[CH:55]=[C:54]([O:56][CH3:57])[C:53]([O:58][CH3:59])=[C:52]([O:60][CH3:61])[C:51]=1[O:62]C)=[O:49], predict the reaction product. The product is: [CH3:57][O:56][C:54]1[C:53]([O:58][CH3:59])=[C:52]([O:60][CH3:61])[C:51]2[O:62][C:64]3[C:47](=[CH:46][C:67]([O:68][CH3:69])=[C:66]([O:70][CH3:71])[C:65]=3[O:72][CH3:73])[C:48](=[O:49])[C:50]=2[CH:55]=1. (3) Given the reactants [Br:1][C:2]1[CH:3]=[CH:4][C:5]([I:11])=[C:6]([CH:10]=1)[C:7]([OH:9])=[O:8].[C:12](Cl)(=O)[C:13](Cl)=O.CCO, predict the reaction product. The product is: [CH2:12]([O:8][C:7](=[O:9])[C:6]1[CH:10]=[C:2]([Br:1])[CH:3]=[CH:4][C:5]=1[I:11])[CH3:13]. (4) Given the reactants [OH:1][C:2]1[CH:10]=[N:9][CH:8]=[CH:7][C:3]=1[C:4]([OH:6])=[O:5].[CH2:11](O)[CH3:12], predict the reaction product. The product is: [OH:1][C:2]1[CH:10]=[N:9][CH:8]=[CH:7][C:3]=1[C:4]([O:6][CH2:11][CH3:12])=[O:5]. (5) Given the reactants C[O:2][C:3]1[CH:4]=[C:5]2[C:10](=[CH:11][CH:12]=1)[N:9]=[CH:8][C:7]([C:13]([O:15]CC)=[O:14])=[CH:6]2, predict the reaction product. The product is: [OH:2][C:3]1[CH:4]=[C:5]2[C:10](=[CH:11][CH:12]=1)[N:9]=[CH:8][C:7]([C:13]([OH:15])=[O:14])=[CH:6]2.